This data is from Full USPTO retrosynthesis dataset with 1.9M reactions from patents (1976-2016). The task is: Predict the reactants needed to synthesize the given product. (1) Given the product [Cl:22][CH2:21][O:17][C:7]1[C:8]([C@H:12]([CH:14]2[CH2:16][CH2:15]2)[CH3:13])=[CH:9][CH:10]=[CH:11][C:6]=1[C@H:4]([CH:1]1[CH2:2][CH2:3]1)[CH3:5], predict the reactants needed to synthesize it. The reactants are: [CH:1]1([C@@H:4]([C:6]2[CH:11]=[CH:10][CH:9]=[C:8]([C@H:12]([CH:14]3[CH2:16][CH2:15]3)[CH3:13])[C:7]=2[OH:17])[CH3:5])[CH2:3][CH2:2]1.[OH-].[Na+].Br[CH2:21][Cl:22]. (2) Given the product [CH:6]([N:9]1[C:14](=[O:15])[CH:13]=[CH:12][C:11]([CH2:16][C:17](=[O:2])[C:18]2[CH:19]=[CH:20][CH:21]=[CH:22][CH:23]=2)=[N:10]1)([CH3:8])[CH3:7], predict the reactants needed to synthesize it. The reactants are: S(=O)(=O)(O)[OH:2].[CH:6]([N:9]1[C:14](=[O:15])[CH:13]=[CH:12][C:11]([C:16]#[C:17][C:18]2[CH:23]=[CH:22][CH:21]=[CH:20][CH:19]=2)=[N:10]1)([CH3:8])[CH3:7]. (3) Given the product [CH:17]1([CH2:16][N:8]([C:4]2[CH:3]=[C:2]([B:20]3[O:24][C:23]([CH3:26])([CH3:25])[C:22]([CH3:28])([CH3:27])[O:21]3)[CH:7]=[CH:6][N:5]=2)[C:9](=[O:15])[O:10][C:11]([CH3:14])([CH3:13])[CH3:12])[CH2:19][CH2:18]1, predict the reactants needed to synthesize it. The reactants are: Br[C:2]1[CH:7]=[CH:6][N:5]=[C:4]([N:8]([CH2:16][CH:17]2[CH2:19][CH2:18]2)[C:9](=[O:15])[O:10][C:11]([CH3:14])([CH3:13])[CH3:12])[CH:3]=1.[B:20]1([B:20]2[O:24][C:23]([CH3:26])([CH3:25])[C:22]([CH3:28])([CH3:27])[O:21]2)[O:24][C:23]([CH3:26])([CH3:25])[C:22]([CH3:28])([CH3:27])[O:21]1.C([O-])(=O)C.[K+].CN(C=O)C.